Dataset: Acute oral toxicity (LD50) regression data from Zhu et al.. Task: Regression/Classification. Given a drug SMILES string, predict its toxicity properties. Task type varies by dataset: regression for continuous values (e.g., LD50, hERG inhibition percentage) or binary classification for toxic/non-toxic outcomes (e.g., AMES mutagenicity, cardiotoxicity, hepatotoxicity). Dataset: ld50_zhu. (1) The compound is NC(=S)c1c(Cl)cccc1Cl. The rat oral LD50 is 2.44, given as -log10 of the dose in mol/kg body weight (higher means more acutely toxic). (2) The compound is CCCCCl. The rat oral LD50 is 1.54, given as -log10 of the dose in mol/kg body weight (higher means more acutely toxic). (3) The compound is CCOC(C1=NCCCCN1)c1ccc(Cl)cc1. The rat oral LD50 is 2.86, given as -log10 of the dose in mol/kg body weight (higher means more acutely toxic).